From a dataset of Catalyst prediction with 721,799 reactions and 888 catalyst types from USPTO. Predict which catalyst facilitates the given reaction. (1) Reactant: [CH3:1][N:2]([C:10](=[O:23])[CH2:11][NH:12][C:13](OCC1C=CC=CC=1)=[O:14])[C:3]1(C(OC)=O)[CH2:5][CH2:4]1. Product: [CH3:1][N:2]1[C:10](=[O:23])[CH2:11][NH:12][C:13](=[O:14])[C:3]21[CH2:5][CH2:4]2. The catalyst class is: 5. (2) Reactant: Br[C:2]1[CH:24]=[C:23]([Cl:25])[C:5]([C:6]([C:8]2[C:16]3[C:11](=[C:12]([NH:17][C:18]([CH:20]4[CH2:22][CH2:21]4)=[O:19])[N:13]=[CH:14][CH:15]=3)[NH:10][CH:9]=2)=[O:7])=[C:4]([Cl:26])[CH:3]=1.[N:27]1[CH:32]=[C:31](B(O)O)[CH:30]=[N:29][CH:28]=1.C(=O)([O-])[O-].[K+].[K+]. Product: [Cl:25][C:23]1[CH:24]=[C:2]([C:31]2[CH:32]=[N:27][CH:28]=[N:29][CH:30]=2)[CH:3]=[C:4]([Cl:26])[C:5]=1[C:6]([C:8]1[C:16]2[C:11](=[C:12]([NH:17][C:18]([CH:20]3[CH2:22][CH2:21]3)=[O:19])[N:13]=[CH:14][CH:15]=2)[NH:10][CH:9]=1)=[O:7]. The catalyst class is: 117. (3) Reactant: [Cl:1][C:2]1[C:7]([O:8][CH3:9])=[CH:6][C:5]([O:10][CH3:11])=[CH:4][C:3]=1[NH:12][CH2:13][C:14]1[C:15]([NH:22][CH2:23][CH3:24])=[N:16][C:17]([S:20][CH3:21])=[N:18][CH:19]=1.[H-].[Na+].[C:27](N1C=CN=C1)(N1C=CN=C1)=[O:28]. Product: [Cl:1][C:2]1[C:7]([O:8][CH3:9])=[CH:6][C:5]([O:10][CH3:11])=[CH:4][C:3]=1[N:12]1[CH2:13][C:14]2[C:15](=[N:16][C:17]([S:20][CH3:21])=[N:18][CH:19]=2)[N:22]([CH2:23][CH3:24])[C:27]1=[O:28]. The catalyst class is: 3. (4) Reactant: C([O:3][C:4]([C:6]1[CH2:11][CH2:10][CH2:9][CH2:8][C:7]=1[C:12]1[CH:17]=[CH:16][C:15]([NH:18][C:19](=[O:28])[C:20]2[C:25]([F:26])=[CH:24][CH:23]=[CH:22][C:21]=2[F:27])=[CH:14][CH:13]=1)=O)C.[H-].[H-].[H-].[H-].[Li+].[Al+3].[OH-].[Na+].O. Product: [OH:3][CH2:4][C:6]1[CH2:11][CH2:10][CH2:9][CH2:8][C:7]=1[C:12]1[CH:17]=[CH:16][C:15]([NH:18][C:19](=[O:28])[C:20]2[C:25]([F:26])=[CH:24][CH:23]=[CH:22][C:21]=2[F:27])=[CH:14][CH:13]=1. The catalyst class is: 1. (5) Reactant: [NH2:1][C:2]1[CH:11]=[CH:10][CH:9]=[C:8]2[C:3]=1[CH:4]=[CH:5][N:6]([C@H:13]([CH3:20])[C:14]([NH:16][CH:17]1[CH2:19][CH2:18]1)=[O:15])[C:7]2=[O:12].[Cl:21][C:22]1[CH:27]=[CH:26][C:25]([C@H:28]([CH3:32])[C:29](O)=[O:30])=[CH:24][CH:23]=1.F[P-](F)(F)(F)(F)F.C[N+](C)=C(N(C)C)ON1C2N=CC=CC=2N=N1.C(N(CC)C(C)C)(C)C.CN(C)C=O. Product: [Cl:21][C:22]1[CH:23]=[CH:24][C:25]([C@H:28]([CH3:32])[C:29]([NH:1][C:2]2[CH:11]=[CH:10][CH:9]=[C:8]3[C:3]=2[CH:4]=[CH:5][N:6]([C@H:13]([CH3:20])[C:14]([NH:16][CH:17]2[CH2:19][CH2:18]2)=[O:15])[C:7]3=[O:12])=[O:30])=[CH:26][CH:27]=1. The catalyst class is: 2.